From a dataset of Reaction yield outcomes from USPTO patents with 853,638 reactions. Predict the reaction yield, written as a fraction of the theoretical maximum amount of product (1.0 means a 100% yield; for example, 0.34 means a 34% yield). (1) The reactants are [N:1]([O-])=O.[Na+].[NH2:5][C:6]1[CH:14]=[CH:13][C:9]([C:10]([OH:12])=[O:11])=[CH:8][CH:7]=1.[C:15]([O-:18])([O-])=O.[K+].[K+].O=C1CCC(=O)N1C1C=C(/[N:37]=[N:38]/[C:39]2[CH:44]=[C:43]([CH2:45][CH2:46][NH:47]C(=O)CCCCC#C)[CH:42]=[CH:41]C=2O)C=CC=1C([O-])=O. The catalyst is Cl.C1COCC1. The product is [N:38]([CH2:39][CH2:44][C:43]1[CH:42]=[CH:41][C:15]([OH:18])=[C:46](/[N:47]=[N:5]/[C:6]2[CH:14]=[CH:13][C:9]([C:10]([OH:12])=[O:11])=[CH:8][CH:7]=2)[CH:45]=1)=[N+:37]=[N-:1]. The yield is 0.560. (2) The reactants are [F:1][C:2]([F:19])([F:18])[C:3]1[CH:4]=[C:5]([C:13]2[N:17]=[CH:16][NH:15][N:14]=2)[CH:6]=[C:7]([C:9]([F:12])([F:11])[F:10])[CH:8]=1.C1N2CCN(CC2)C1.I/[CH:29]=[CH:30]\[C:31]([O:33][CH:34]([CH3:36])[CH3:35])=[O:32]. The catalyst is CN(C=O)C. The product is [F:19][C:2]([F:1])([F:18])[C:3]1[CH:4]=[C:5]([C:13]2[N:17]=[CH:16][N:15](/[CH:29]=[CH:30]\[C:31]([O:33][CH:34]([CH3:36])[CH3:35])=[O:32])[N:14]=2)[CH:6]=[C:7]([C:9]([F:10])([F:12])[F:11])[CH:8]=1. The yield is 0.610. (3) The reactants are [C:1]([CH2:3][C:4]([O:6][CH3:7])=[O:5])#[N:2].C(N(C(C)C)CC)(C)C.[CH2:17](Br)[C:18]([C:20]1[CH:25]=[CH:24][CH:23]=[CH:22][CH:21]=1)=[O:19]. The catalyst is O1CCCC1. The product is [C:1]([CH:3]([CH2:17][C:18]([C:20]1[CH:25]=[CH:24][CH:23]=[CH:22][CH:21]=1)=[O:19])[C:4]([O:6][CH3:7])=[O:5])#[N:2]. The yield is 0.950. (4) The reactants are Cl.Cl.[NH2:3][CH2:4][CH2:5][S:6][S:7][CH2:8][CH2:9][NH2:10].C(N(CC)CC)C.[CH3:18][C:19]([O:22][C:23](O[C:23]([O:22][C:19]([CH3:21])([CH3:20])[CH3:18])=[O:24])=[O:24])([CH3:21])[CH3:20]. The catalyst is CO. The product is [NH2:3][CH2:4][CH2:5][S:6][S:7][CH2:8][CH2:9][NH:10][C:23](=[O:24])[O:22][C:19]([CH3:21])([CH3:20])[CH3:18]. The yield is 0.440.